From a dataset of NCI-60 drug combinations with 297,098 pairs across 59 cell lines. Regression. Given two drug SMILES strings and cell line genomic features, predict the synergy score measuring deviation from expected non-interaction effect. (1) Drug 1: CCN(CC)CCCC(C)NC1=C2C=C(C=CC2=NC3=C1C=CC(=C3)Cl)OC. Drug 2: C1C(C(OC1N2C=NC(=NC2=O)N)CO)O. Cell line: CCRF-CEM. Synergy scores: CSS=59.4, Synergy_ZIP=2.45, Synergy_Bliss=1.81, Synergy_Loewe=7.99, Synergy_HSA=9.99. (2) Drug 1: C1=CC=C(C=C1)NC(=O)CCCCCCC(=O)NO. Drug 2: CCC1(C2=C(COC1=O)C(=O)N3CC4=CC5=C(C=CC(=C5CN(C)C)O)N=C4C3=C2)O. Cell line: T-47D. Synergy scores: CSS=64.6, Synergy_ZIP=13.8, Synergy_Bliss=13.0, Synergy_Loewe=14.0, Synergy_HSA=17.0. (3) Drug 1: CC1=C(C=C(C=C1)NC(=O)C2=CC=C(C=C2)CN3CCN(CC3)C)NC4=NC=CC(=N4)C5=CN=CC=C5. Drug 2: C1CN(P(=O)(OC1)NCCCl)CCCl. Cell line: HS 578T. Synergy scores: CSS=4.60, Synergy_ZIP=-1.65, Synergy_Bliss=-2.27, Synergy_Loewe=2.49, Synergy_HSA=-0.584.